The task is: Regression. Given two drug SMILES strings and cell line genomic features, predict the synergy score measuring deviation from expected non-interaction effect.. This data is from NCI-60 drug combinations with 297,098 pairs across 59 cell lines. (1) Drug 1: CC1=C(C(=CC=C1)Cl)NC(=O)C2=CN=C(S2)NC3=CC(=NC(=N3)C)N4CCN(CC4)CCO. Drug 2: CC(C)NC(=O)C1=CC=C(C=C1)CNNC.Cl. Cell line: K-562. Synergy scores: CSS=88.5, Synergy_ZIP=13.0, Synergy_Bliss=12.6, Synergy_Loewe=-9.53, Synergy_HSA=13.2. (2) Drug 1: CC1=C(N=C(N=C1N)C(CC(=O)N)NCC(C(=O)N)N)C(=O)NC(C(C2=CN=CN2)OC3C(C(C(C(O3)CO)O)O)OC4C(C(C(C(O4)CO)O)OC(=O)N)O)C(=O)NC(C)C(C(C)C(=O)NC(C(C)O)C(=O)NCCC5=NC(=CS5)C6=NC(=CS6)C(=O)NCCC[S+](C)C)O. Drug 2: CN1C2=C(C=C(C=C2)N(CCCl)CCCl)N=C1CCCC(=O)O.Cl. Cell line: HOP-62. Synergy scores: CSS=44.2, Synergy_ZIP=1.33, Synergy_Bliss=1.16, Synergy_Loewe=-27.8, Synergy_HSA=-0.885. (3) Drug 2: CC(C)(C#N)C1=CC(=CC(=C1)CN2C=NC=N2)C(C)(C)C#N. Drug 1: CC1=C(C(CCC1)(C)C)C=CC(=CC=CC(=CC(=O)O)C)C. Cell line: MOLT-4. Synergy scores: CSS=11.4, Synergy_ZIP=3.30, Synergy_Bliss=13.2, Synergy_Loewe=9.69, Synergy_HSA=10.00.